Task: Regression. Given two drug SMILES strings and cell line genomic features, predict the synergy score measuring deviation from expected non-interaction effect.. Dataset: NCI-60 drug combinations with 297,098 pairs across 59 cell lines (1) Drug 1: C1=CC(=C2C(=C1NCCNCCO)C(=O)C3=C(C=CC(=C3C2=O)O)O)NCCNCCO. Drug 2: CCC1(C2=C(COC1=O)C(=O)N3CC4=CC5=C(C=CC(=C5CN(C)C)O)N=C4C3=C2)O.Cl. Cell line: MALME-3M. Synergy scores: CSS=32.9, Synergy_ZIP=0.191, Synergy_Bliss=1.49, Synergy_Loewe=-0.568, Synergy_HSA=3.15. (2) Drug 1: CCCS(=O)(=O)NC1=C(C(=C(C=C1)F)C(=O)C2=CNC3=C2C=C(C=N3)C4=CC=C(C=C4)Cl)F. Drug 2: CC1CCC2CC(C(=CC=CC=CC(CC(C(=O)C(C(C(=CC(C(=O)CC(OC(=O)C3CCCCN3C(=O)C(=O)C1(O2)O)C(C)CC4CCC(C(C4)OC)OCCO)C)C)O)OC)C)C)C)OC. Cell line: NCI-H522. Synergy scores: CSS=9.82, Synergy_ZIP=-3.23, Synergy_Bliss=-1.65, Synergy_Loewe=-12.0, Synergy_HSA=-2.33. (3) Drug 1: C1=CC(=CC=C1CCC2=CNC3=C2C(=O)NC(=N3)N)C(=O)NC(CCC(=O)O)C(=O)O. Drug 2: C1=C(C(=O)NC(=O)N1)F. Cell line: NCIH23. Synergy scores: CSS=39.5, Synergy_ZIP=-8.26, Synergy_Bliss=-7.48, Synergy_Loewe=-6.97, Synergy_HSA=-6.41. (4) Drug 1: C1CC(=O)NC(=O)C1N2CC3=C(C2=O)C=CC=C3N. Drug 2: C1CCC(CC1)NC(=O)N(CCCl)N=O. Cell line: NCI-H522. Synergy scores: CSS=16.1, Synergy_ZIP=-4.67, Synergy_Bliss=1.29, Synergy_Loewe=2.38, Synergy_HSA=2.78. (5) Drug 1: CC1CCCC2(C(O2)CC(NC(=O)CC(C(C(=O)C(C1O)C)(C)C)O)C(=CC3=CSC(=N3)C)C)C. Drug 2: CC12CCC3C(C1CCC2OP(=O)(O)O)CCC4=C3C=CC(=C4)OC(=O)N(CCCl)CCCl.[Na+]. Cell line: OVCAR3. Synergy scores: CSS=73.5, Synergy_ZIP=-0.451, Synergy_Bliss=-6.59, Synergy_Loewe=-9.92, Synergy_HSA=-6.58. (6) Drug 1: CC(CN1CC(=O)NC(=O)C1)N2CC(=O)NC(=O)C2. Drug 2: CC1C(C(CC(O1)OC2CC(CC3=C2C(=C4C(=C3O)C(=O)C5=C(C4=O)C(=CC=C5)OC)O)(C(=O)C)O)N)O.Cl. Cell line: COLO 205. Synergy scores: CSS=70.2, Synergy_ZIP=9.49, Synergy_Bliss=10.7, Synergy_Loewe=9.59, Synergy_HSA=11.9.